From a dataset of Catalyst prediction with 721,799 reactions and 888 catalyst types from USPTO. Predict which catalyst facilitates the given reaction. (1) Reactant: [CH2:1]([N:4]1[CH2:10][CH2:9][C:8]2[CH:11]=[CH:12][C:13]([S:15]([Cl:18])(=[O:17])=[O:16])=[CH:14][C:7]=2[CH2:6][CH2:5]1)[CH2:2][CH3:3].[NH2:19][C:20]1[CH:25]=[CH:24][CH:23]=[CH:22][CH:21]=1.C(N(C(C)C)CC)(C)C. Product: [ClH:18].[C:20]1([NH:19][S:15]([C:13]2[CH:12]=[CH:11][C:8]3[CH2:9][CH2:10][N:4]([CH2:1][CH2:2][CH3:3])[CH2:5][CH2:6][C:7]=3[CH:14]=2)(=[O:17])=[O:16])[CH:25]=[CH:24][CH:23]=[CH:22][CH:21]=1. The catalyst class is: 7. (2) Reactant: [F:1][C:2]1[CH:11]=[C:10]2[C:5]([C:6]([N:19]3[C:27]4[C:22](=[N:23][CH:24]=[C:25](B(O)O)[CH:26]=4)[C:21]([CH3:32])([CH3:31])[CH2:20]3)=[C:7]([CH3:18])[C:8]([C:12]3[CH:17]=[CH:16][CH:15]=[CH:14][N:13]=3)=[N:9]2)=[CH:4][CH:3]=1.Br[C:34]1[CH:35]=[N:36][NH:37][CH:38]=1.C(=O)([O-])[O-].[Na+].[Na+]. Product: [CH3:32][C:21]1([CH3:31])[C:22]2=[N:23][CH:24]=[C:25]([C:34]3[CH:35]=[N:36][NH:37][CH:38]=3)[CH:26]=[C:27]2[N:19]([C:6]2[C:5]3[C:10](=[CH:11][C:2]([F:1])=[CH:3][CH:4]=3)[N:9]=[C:8]([C:12]3[CH:17]=[CH:16][CH:15]=[CH:14][N:13]=3)[C:7]=2[CH3:18])[CH2:20]1. The catalyst class is: 235. (3) Reactant: [CH3:1][C:2]1[CH:11]=[C:10]([N:12]2[CH2:17][CH2:16][N:15](C(OC(C)(C)C)=O)[CH2:14][CH2:13]2)[C:9]2[C:4](=[CH:5][CH:6]=[CH:7][CH:8]=2)[N:3]=1.FC(F)(F)C(O)=O. Product: [CH3:1][C:2]1[CH:11]=[C:10]([N:12]2[CH2:17][CH2:16][NH:15][CH2:14][CH2:13]2)[C:9]2[C:4](=[CH:5][CH:6]=[CH:7][CH:8]=2)[N:3]=1. The catalyst class is: 4. (4) Reactant: [CH3:1][C:2]1[CH:11]=[CH:10][C:9]2[C:4](=[CH:5][CH:6]=[C:7]([CH2:12][N:13]3[CH:17]=[C:16]([C:18]([OH:20])=O)[N:15]=[N:14]3)[CH:8]=2)[N:3]=1.[Cl:21][C:22]1[C:27]([CH2:28][NH2:29])=[C:26]([F:30])[C:25]([O:31][CH3:32])=[CH:24][CH:23]=1.CCN(C(C)C)C(C)C.CCCP(=O)=O.CCOC(C)=O.[OH-].[Na+]. Product: [Cl:21][C:22]1[C:27]([CH2:28][NH:29][C:18]([C:16]2[N:15]=[N:14][N:13]([CH2:12][C:7]3[CH:8]=[C:9]4[C:4](=[CH:5][CH:6]=3)[N:3]=[C:2]([CH3:1])[CH:11]=[CH:10]4)[CH:17]=2)=[O:20])=[C:26]([F:30])[C:25]([O:31][CH3:32])=[CH:24][CH:23]=1. The catalyst class is: 2. (5) Reactant: [H-].[Na+].[F:3][C:4]1[CH:9]=[CH:8][CH:7]=[CH:6][C:5]=1[C:10]1[C:14]([CH2:15][OH:16])=[C:13]([CH3:17])[O:12][N:11]=1.Cl[C:19]1[CH:28]=[CH:27][C:22]([C:23]([O:25][CH3:26])=[O:24])=[CH:21][N:20]=1.[Cl-].[Na+]. Product: [CH3:26][O:25][C:23](=[O:24])[C:22]1[CH:27]=[CH:28][C:19]([O:16][CH2:15][C:14]2[C:10]([C:5]3[CH:6]=[CH:7][CH:8]=[CH:9][C:4]=3[F:3])=[N:11][O:12][C:13]=2[CH3:17])=[N:20][CH:21]=1. The catalyst class is: 1. (6) Reactant: ClC1C=C(C2[CH:12]=[C:11]([CH2:13][NH:14][C:15](=[O:30])[C:16]3[CH:21]=[CH:20][C:19]([N:22]4[CH:26]=[C:25]([CH3:27])[N:24]=[CH:23]4)=[C:18]([O:28][CH3:29])[CH:17]=3)ON=2)C=CC=1.ClN1C(=O)CCC1=O.ClC1C=C(C=CC=1)C=NO. Product: [CH3:29][O:28][C:18]1[CH:17]=[C:16]([CH:21]=[CH:20][C:19]=1[N:22]1[CH:26]=[C:25]([CH3:27])[N:24]=[CH:23]1)[C:15]([NH:14][CH2:13][C:11]#[CH:12])=[O:30]. The catalyst class is: 4.